Dataset: Full USPTO retrosynthesis dataset with 1.9M reactions from patents (1976-2016). Task: Predict the reactants needed to synthesize the given product. (1) Given the product [C:35]([C:27]1[CH:26]=[C:25]([S:22]([N:20]([CH3:21])[CH:19]2[C:13]3[CH:12]=[CH:11][CH:10]=[C:9]([O:8][CH2:7][C:6]([OH:38])=[O:5])[C:14]=3[CH2:15][CH2:16][CH2:17][CH2:18]2)(=[O:24])=[O:23])[CH:30]=[C:29]([C:31]([F:33])([F:32])[F:34])[CH:28]=1)(=[O:37])[CH3:36], predict the reactants needed to synthesize it. The reactants are: C([O:5][C:6](=[O:38])[CH2:7][O:8][C:9]1[C:14]2[CH2:15][CH2:16][CH2:17][CH2:18][CH:19]([N:20]([S:22]([C:25]3[CH:30]=[C:29]([C:31]([F:34])([F:33])[F:32])[CH:28]=[C:27]([C:35](=[O:37])[CH3:36])[CH:26]=3)(=[O:24])=[O:23])[CH3:21])[C:13]=2[CH:12]=[CH:11][CH:10]=1)(C)(C)C.[OH-].[Na+]. (2) Given the product [CH3:23][N:24]([CH3:25])[C:18]([C:16]1[N:17]=[C:13]([CH2:12][N:5]2[C:6]3[CH2:7][CH2:8][CH2:9][CH2:10][C:11]=3[C:3]([C:2]([F:21])([F:22])[F:1])=[N:4]2)[S:14][CH:15]=1)=[O:19], predict the reactants needed to synthesize it. The reactants are: [F:1][C:2]([F:22])([F:21])[C:3]1[C:11]2[CH2:10][CH2:9][CH2:8][CH2:7][C:6]=2[N:5]([CH2:12][C:13]2[S:14][CH:15]=[C:16]([C:18](O)=[O:19])[N:17]=2)[N:4]=1.[CH3:23][N:24](C=O)[CH3:25].CNC.CN(C(ON1N=NC2C=CC=NC1=2)=[N+](C)C)C.F[P-](F)(F)(F)(F)F.CCN(C(C)C)C(C)C.C(=O)([O-])O.[Na+]. (3) Given the product [C:13]([O:12][C:10](=[O:11])[NH:1][CH2:2][CH2:3][N:4]1[CH2:9][CH2:8][O:7][CH2:6][CH2:5]1)([CH3:16])([CH3:15])[CH3:14], predict the reactants needed to synthesize it. The reactants are: [NH2:1][CH2:2][CH2:3][N:4]1[CH2:9][CH2:8][O:7][CH2:6][CH2:5]1.[C:10](O[C:10]([O:12][C:13]([CH3:16])([CH3:15])[CH3:14])=[O:11])([O:12][C:13]([CH3:16])([CH3:15])[CH3:14])=[O:11].